From a dataset of Forward reaction prediction with 1.9M reactions from USPTO patents (1976-2016). Predict the product of the given reaction. (1) Given the reactants C(OC(=O)[NH:7][CH:8]([C:16](=[O:39])[NH:17][CH:18]([CH2:29][C:30]1[CH:35]=[C:34]([F:36])[C:33]([F:37])=[CH:32][C:31]=1[F:38])[CH2:19][C:20]([N:22]1[CH2:26][CH2:25][CH2:24][CH:23]1[C:27]#[N:28])=[O:21])[CH2:9][C:10]1[CH:15]=[CH:14][CH:13]=[CH:12][CH:11]=1)(C)(C)C.[F:41][C:42]([F:47])([F:46])[C:43]([OH:45])=[O:44], predict the reaction product. The product is: [F:41][C:42]([F:47])([F:46])[C:43]([OH:45])=[O:44].[NH2:7][CH:8]([CH2:9][C:10]1[CH:15]=[CH:14][CH:13]=[CH:12][CH:11]=1)[C:16]([NH:17][CH:18]([CH2:29][C:30]1[CH:35]=[C:34]([F:36])[C:33]([F:37])=[CH:32][C:31]=1[F:38])[CH2:19][C:20]([N:22]1[CH2:26][CH2:25][CH2:24][CH:23]1[C:27]#[N:28])=[O:21])=[O:39]. (2) Given the reactants CN(C)CCOC1C=C[C:9]([NH:12][C:13]([C:15]2[C:16]3[N:17]=[CH:18][CH:19]=[N:20][C:21]=3[C:22]([C:25]3[CH:30]=[CH:29][CH:28]=[CH:27][C:26]=3[F:31])=[CH:23][CH:24]=2)=[O:14])=CC=1, predict the reaction product. The product is: [NH:17]1[CH:16]=[CH:21][N:20]=[C:9]1[NH:12][C:13]([C:15]1[C:16]2[N:17]=[CH:18][CH:19]=[N:20][C:21]=2[C:22]([C:25]2[CH:30]=[CH:29][CH:28]=[CH:27][C:26]=2[F:31])=[CH:23][CH:24]=1)=[O:14]. (3) Given the reactants Cl[C:2]1[C:14]2[C:13]3[CH2:12][CH:11]([C:15]([N:17]([CH3:19])[CH3:18])=[O:16])[CH2:10][CH2:9][C:8]=3[NH:7][C:6]=2[N:5]=[CH:4][N:3]=1.[NH:20]1[C:24]2=[CH:25][N:26]=[C:27]([NH2:29])[CH:28]=[C:23]2[CH:22]=[N:21]1, predict the reaction product. The product is: [CH3:18][N:17]([CH3:19])[C:15]([CH:11]1[CH2:10][CH2:9][C:8]2[NH:7][C:6]3[N:5]=[CH:4][N:3]=[C:2]([NH:29][C:27]4[CH:28]=[C:23]5[CH:22]=[N:21][NH:20][C:24]5=[CH:25][N:26]=4)[C:14]=3[C:13]=2[CH2:12]1)=[O:16]. (4) Given the reactants [CH3:1][O:2][C:3](=[O:33])[C:4]1[CH:9]=[CH:8][C:7]([O:10][CH2:11][C:12]2[C:13]([C:25]3[CH:30]=[CH:29][C:28]([F:31])=[C:27]([F:32])[CH:26]=3)=[N:14][O:15][C:16]=2/[CH:17]=C/C2C=CC=CC=2)=[N:6][CH:5]=1.I([O-])(=O)(=O)=[O:35].[Na+].C(OCC)(=O)C.CCCCCCC, predict the reaction product. The product is: [CH3:1][O:2][C:3](=[O:33])[C:4]1[CH:9]=[CH:8][C:7]([O:10][CH2:11][C:12]2[C:13]([C:25]3[CH:30]=[CH:29][C:28]([F:31])=[C:27]([F:32])[CH:26]=3)=[N:14][O:15][C:16]=2[CH:17]=[O:35])=[N:6][CH:5]=1. (5) Given the reactants [CH3:1][O:2][C:3]1[CH:4]=[C:5]2[C:10](=[CH:11][C:12]=1[O:13][CH2:14][CH2:15][N:16](C)[C:17](C(C)(C)C)=O)[N:9]=[CH:8][N:7]([CH2:24][O:25][C:26](=[O:31])[C:27]([CH3:30])([CH3:29])[CH3:28])[C:6]2=[O:32].C1(C)C=CC=CC=1, predict the reaction product. The product is: [CH3:1][O:2][C:3]1[CH:4]=[C:5]2[C:10](=[CH:11][C:12]=1[O:13][CH2:14][CH2:15][NH:16][CH3:17])[N:9]=[CH:8][N:7]([CH2:24][O:25][C:26](=[O:31])[C:27]([CH3:28])([CH3:30])[CH3:29])[C:6]2=[O:32]. (6) The product is: [NH2:30][C:28](=[O:29])[CH2:27][C:23]1([NH:22][C:12]([C:9]2[CH:8]=[C:7]([O:15][CH2:16][C:17]([F:20])([F:19])[F:18])[C:6]([N:4]3[CH2:3][C:2]([F:1])([F:21])[CH2:5]3)=[CH:11][N:10]=2)=[O:13])[CH2:26][O:25][CH2:24]1. Given the reactants [F:1][C:2]1([F:21])[CH2:5][N:4]([C:6]2[C:7]([O:15][CH2:16][C:17]([F:20])([F:19])[F:18])=[CH:8][C:9]([C:12](O)=[O:13])=[N:10][CH:11]=2)[CH2:3]1.[NH2:22][C:23]1([CH2:27][C:28]([NH2:30])=[O:29])[CH2:26][O:25][CH2:24]1, predict the reaction product.